Regression. Given a peptide amino acid sequence and an MHC pseudo amino acid sequence, predict their binding affinity value. This is MHC class II binding data. From a dataset of Peptide-MHC class II binding affinity with 134,281 pairs from IEDB. (1) The peptide sequence is SQDLELSWNLNGLQIY. The MHC is HLA-DQA10101-DQB10501 with pseudo-sequence HLA-DQA10101-DQB10501. The binding affinity (normalized) is 0.868. (2) The peptide sequence is GELQIDDKIDAAFKI. The MHC is DRB1_0802 with pseudo-sequence DRB1_0802. The binding affinity (normalized) is 0.290. (3) The peptide sequence is KSSYGTGTGKDAITS. The MHC is DRB1_1101 with pseudo-sequence DRB1_1101. The binding affinity (normalized) is 0.0389. (4) The peptide sequence is QRRFGGTVIRNPLSR. The MHC is HLA-DQA10501-DQB10402 with pseudo-sequence HLA-DQA10501-DQB10402. The binding affinity (normalized) is 0.638. (5) The peptide sequence is IFKISKTVSEGAVDI. The MHC is DRB1_1001 with pseudo-sequence DRB1_1001. The binding affinity (normalized) is 0.509. (6) The peptide sequence is FRKYTAFTIPSINNE. The MHC is DRB1_0405 with pseudo-sequence DRB1_0405. The binding affinity (normalized) is 0.546. (7) The peptide sequence is INEPTAAAIAHGLDR. The MHC is HLA-DQA10501-DQB10301 with pseudo-sequence HLA-DQA10501-DQB10301. The binding affinity (normalized) is 0.608. (8) The peptide sequence is QRPLVTIKIGGQLKE. The MHC is HLA-DQA10104-DQB10503 with pseudo-sequence HLA-DQA10104-DQB10503. The binding affinity (normalized) is 0.146. (9) The peptide sequence is KEADYSQIPISINYR. The MHC is HLA-DPA10103-DPB10301 with pseudo-sequence HLA-DPA10103-DPB10301. The binding affinity (normalized) is 0.469. (10) The peptide sequence is ADCGAGFFDPLTRGV. The MHC is HLA-DPA10201-DPB10501 with pseudo-sequence HLA-DPA10201-DPB10501. The binding affinity (normalized) is 0.0669.